From a dataset of Forward reaction prediction with 1.9M reactions from USPTO patents (1976-2016). Predict the product of the given reaction. (1) Given the reactants [C:1]([O:6][C:7]([CH3:10])([CH3:9])[CH3:8])(=[O:5])[CH:2]([CH3:4])[CH3:3].[Li+].CC([N-]C(C)C)C.[Br:19][CH2:20][CH2:21][CH2:22][CH2:23]Br.O, predict the reaction product. The product is: [C:7]([O:6][C:1](=[O:5])[C:2]([CH3:4])([CH3:3])[CH2:23][CH2:22][CH2:21][CH2:20][Br:19])([CH3:10])([CH3:9])[CH3:8]. (2) Given the reactants C(O[BH-](OC(=O)C)OC(=O)C)(=O)C.C[N+](C)(C)C.C(Cl)Cl.[NH2:22][CH2:23][CH2:24][O:25][C:26]1[CH:31]=[CH:30][C:29]([F:32])=[CH:28][C:27]=1[C@H:33]1[CH2:37][CH2:36][CH2:35][N:34]1[C:38]1[CH:43]=[CH:42][N:41]2[N:44]=[CH:45][C:46]([CH:47]=O)=[C:40]2[N:39]=1, predict the reaction product. The product is: [F:32][C:29]1[CH:28]=[C:27]2[C:26](=[CH:31][CH:30]=1)[O:25][CH2:24][CH2:23][NH:22][CH2:47][C:46]1=[C:40]3[N:39]=[C:38]([CH:43]=[CH:42][N:41]3[N:44]=[CH:45]1)[N:34]1[C@@H:33]2[CH2:37][CH2:36][CH2:35]1. (3) Given the reactants Br[CH2:2][C:3]1[CH:8]=[C:7]([F:9])[CH:6]=[C:5]([F:10])[CH:4]=1.[CH:11]12[O:16][CH:15]1[CH2:14][CH2:13][CH2:12]2, predict the reaction product. The product is: [F:10][C:5]1[CH:4]=[C:3]([CH:8]=[C:7]([F:9])[CH:6]=1)[CH2:2][C@@H:14]1[CH2:13][CH2:12][CH2:11][C@H:15]1[OH:16].